This data is from Experimentally validated miRNA-target interactions with 360,000+ pairs, plus equal number of negative samples. The task is: Binary Classification. Given a miRNA mature sequence and a target amino acid sequence, predict their likelihood of interaction. The miRNA is hsa-miR-424-5p with sequence CAGCAGCAAUUCAUGUUUUGAA. The protein sequence of the target gene is MGIVEPGCGDMLTGTEPMPSDEGRGPGADQQHRFFYPEPGAQDPTDRRAGSSLGTPYSGGALVPAAPGRFLGSFAYPPRAQVAGFPGPGEFFPPPAGAEGYPPVDGYPAPDPRAGLYPGPREDYALPAGLEVSGKLRVALSNHLLWSKFNQHQTEMIITKQGRRMFPFLSFTVAGLEPTSHYRMFVDVVLVDQHHWRYQSGKWVQCGKAEGSMPGNRLYVHPDSPNTGAHWMRQEVSFGKLKLTNNKGASNNVTQMIVLQSLHKYQPRLHIVEVNDGEPEAACSASNTHVFTFQETQFIA.... Result: 0 (no interaction).